Dataset: Catalyst prediction with 721,799 reactions and 888 catalyst types from USPTO. Task: Predict which catalyst facilitates the given reaction. (1) Reactant: [NH:1]1[C:9]2[CH:8]=[CH:7][CH:6]=[C:5](B(O)O)[C:4]=2[CH:3]=[CH:2]1.C(=O)([O-])[O-].[Na+].[Na+].Cl[C:20]1[N:21]=[C:22]([N:44]2[CH2:49][CH2:48][O:47][CH2:46][CH2:45]2)[C:23]2[O:28][C:27]3[N:29]=[CH:30][C:31]([CH2:33][N:34]4[CH2:39][CH2:38][N:37]([CH2:40][CH2:41][C:42]#[N:43])[CH2:36][CH2:35]4)=[CH:32][C:26]=3[C:24]=2[N:25]=1. Product: [NH:1]1[C:9]2[C:4](=[C:5]([C:20]3[N:21]=[C:22]([N:44]4[CH2:49][CH2:48][O:47][CH2:46][CH2:45]4)[C:23]4[O:28][C:27]5[N:29]=[CH:30][C:31]([CH2:33][N:34]6[CH2:35][CH2:36][N:37]([CH2:40][CH2:41][C:42]#[N:43])[CH2:38][CH2:39]6)=[CH:32][C:26]=5[C:24]=4[N:25]=3)[CH:6]=[CH:7][CH:8]=2)[CH:3]=[CH:2]1. The catalyst class is: 38. (2) Reactant: [NH2:1][C:2]1[N:10]=[C:9]2[C:5]([N:6]=[CH:7][N:8]2C[C@]2(OCP(=O)([O-])[O-])C[C@@H]2C)=[C:4](Cl)[N:3]=1.C(N(CC)CC)C.C[O:31]C1C=C(C)C(S)=CC=1.O. Product: [NH:3]1[C:4](=[O:31])[C:5]2[NH:6][CH:7]=[N:8][C:9]=2[N:10]=[C:2]1[NH2:1]. The catalyst class is: 8. (3) Reactant: [C:1]([O:4][C:5]1[C:6](=[O:41])[CH:7]=[C:8]([CH2:11][NH:12][C:13]([CH:15]2[CH2:20][N:19]([S:21]([C:24]3[NH:25][C:26]4[C:31]([CH:32]=3)=[CH:30][C:29]([Cl:33])=[CH:28][CH:27]=4)(=[O:23])=[O:22])[CH2:18][CH2:17][N:16]2C(OC(C)(C)C)=O)=[O:14])[O:9][CH:10]=1)(=[O:3])[CH3:2].[F:42][C:43]([F:48])([F:47])[C:44]([OH:46])=[O:45]. Product: [F:42][C:43]([F:48])([F:47])[C:44]([OH:46])=[O:45].[C:1]([O:4][C:5]1[C:6](=[O:41])[CH:7]=[C:8]([CH2:11][NH:12][C:13]([CH:15]2[NH:16][CH2:17][CH2:18][N:19]([S:21]([C:24]3[NH:25][C:26]4[C:31]([CH:32]=3)=[CH:30][C:29]([Cl:33])=[CH:28][CH:27]=4)(=[O:23])=[O:22])[CH2:20]2)=[O:14])[O:9][CH:10]=1)(=[O:3])[CH3:2]. The catalyst class is: 2. (4) Reactant: [NH2:1][CH2:2][C:3]1[CH:12]=[C:11]2[C:6]([C:7]([C:25]3[CH:30]=[CH:29][C:28]([CH3:31])=[C:27]([CH3:32])[CH:26]=3)=[C:8]([CH:15]([O:20][C:21]([CH3:24])([CH3:23])[CH3:22])[C:16]([O:18][CH3:19])=[O:17])[N:9]([CH3:14])[C:10]2=[O:13])=[CH:5][CH:4]=1.[CH2:33]([N:35]=[C:36]=[O:37])[CH3:34]. Product: [C:21]([O:20][CH:15]([C:8]1[N:9]([CH3:14])[C:10](=[O:13])[C:11]2[C:6]([C:7]=1[C:25]1[CH:30]=[CH:29][C:28]([CH3:31])=[C:27]([CH3:32])[CH:26]=1)=[CH:5][CH:4]=[C:3]([CH2:2][NH:1][C:36]([NH:35][CH2:33][CH3:34])=[O:37])[CH:12]=2)[C:16]([O:18][CH3:19])=[O:17])([CH3:22])([CH3:23])[CH3:24]. The catalyst class is: 11. (5) Reactant: N.[OH:2]O.[C:4]([C:6]1[C:7]([CH3:36])=[C:8]([C:12]2[CH:20]=[CH:19][C:18]([F:21])=[C:17]3[C:13]=2[CH2:14][CH2:15][C@H:16]3[O:22][C:23]2[CH:35]=[CH:34][C:26]3[C@H:27]([CH2:30][C:31]([OH:33])=[O:32])[CH2:28][O:29][C:25]=3[CH:24]=2)[CH:9]=[CH:10][CH:11]=1)#[N:5]. Product: [C:4]([C:6]1[C:7]([CH3:36])=[C:8]([C:12]2[CH:20]=[CH:19][C:18]([F:21])=[C:17]3[C:13]=2[CH2:14][CH2:15][C@H:16]3[O:22][C:23]2[CH:35]=[CH:34][C:26]3[C@H:27]([CH2:30][C:31]([OH:33])=[O:32])[CH2:28][O:29][C:25]=3[CH:24]=2)[CH:9]=[CH:10][CH:11]=1)(=[O:2])[NH2:5]. The catalyst class is: 8. (6) Reactant: [C:1]([O:5][C:6]([N:8]1[C:16]2[C:11](=[CH:12][CH:13]=[CH:14][C:15]=2[CH3:17])[CH:10]=[CH:9]1)=[O:7])([CH3:4])([CH3:3])[CH3:2]. Product: [C:1]([O:5][C:6]([N:8]1[C:16]2[C:11](=[CH:12][CH:13]=[CH:14][C:15]=2[CH3:17])[CH2:10][CH2:9]1)=[O:7])([CH3:4])([CH3:3])[CH3:2]. The catalyst class is: 29.